From a dataset of Reaction yield outcomes from USPTO patents with 853,638 reactions. Predict the reaction yield, written as a fraction of the theoretical maximum amount of product (1.0 means a 100% yield; for example, 0.34 means a 34% yield). The reactants are [CH:1]([CH:4]1[CH2:9][CH2:8][CH2:7][CH:6]([CH:10]([CH3:17])[CH2:11][CH:12]2OCC[O:13]2)[CH2:5]1)([CH3:3])[CH3:2].ClCCl. The catalyst is O.O.O.O.O.O.[Fe](Cl)(Cl)Cl.CC(C)=O. The product is [CH:1]([CH:4]1[CH2:9][CH2:8][CH2:7][CH:6]([CH:10]([CH3:17])[CH2:11][CH:12]=[O:13])[CH2:5]1)([CH3:3])[CH3:2]. The yield is 0.620.